Dataset: Drug-induced liver injury (DILI) classification data. Task: Regression/Classification. Given a drug SMILES string, predict its toxicity properties. Task type varies by dataset: regression for continuous values (e.g., LD50, hERG inhibition percentage) or binary classification for toxic/non-toxic outcomes (e.g., AMES mutagenicity, cardiotoxicity, hepatotoxicity). Dataset: dili. (1) The compound is O=C1CN(N=Cc2ccc(-c3ccc([N+](=O)[O-])cc3)o2)C(=O)N1. The result is 1 (causes liver injury). (2) The molecule is CCC1C(=O)OCC1Cc1cncn1C. The result is 0 (no liver injury).